From a dataset of Forward reaction prediction with 1.9M reactions from USPTO patents (1976-2016). Predict the product of the given reaction. (1) Given the reactants [Br:1][C:2]1[C:7]([N+:8]([O-:10])=[O:9])=[CH:6][C:5]([OH:11])=[C:4]([CH:12]2[CH2:16][CH2:15][CH2:14][CH2:13]2)[CH:3]=1.[C:17]([O-])([O-])=O.[Cs+].[Cs+].IC, predict the reaction product. The product is: [Br:1][C:2]1[CH:3]=[C:4]([CH:12]2[CH2:16][CH2:15][CH2:14][CH2:13]2)[C:5]([O:11][CH3:17])=[CH:6][C:7]=1[N+:8]([O-:10])=[O:9]. (2) Given the reactants I[C:2]1[CH:3]=[N:4][N:5]([CH3:12])[C:6]=1[C:7]([O:9][CH2:10][CH3:11])=[O:8].C([Mg]Cl)(C)C.Br[C:19]1[CH:47]=[CH:46][C:22]([C:23]([N:25]([C:39]2[C:44]([Cl:45])=[CH:43][CH:42]=[CH:41][N:40]=2)[C@@H:26]2[CH2:31][CH2:30][CH2:29][N:28]([C:32]([O:34][C:35]([CH3:38])([CH3:37])[CH3:36])=[O:33])[CH2:27]2)=[O:24])=[CH:21][CH:20]=1, predict the reaction product. The product is: [Cl:45][C:44]1[C:39]([N:25]([C:23](=[O:24])[C:22]2[CH:21]=[CH:20][C:19]([C:2]3[CH:3]=[N:4][N:5]([CH3:12])[C:6]=3[C:7]([O:9][CH2:10][CH3:11])=[O:8])=[CH:47][CH:46]=2)[CH:26]2[CH2:31][CH2:30][CH2:29][N:28]([C:32]([O:34][C:35]([CH3:38])([CH3:37])[CH3:36])=[O:33])[CH2:27]2)=[N:40][CH:41]=[CH:42][CH:43]=1.